This data is from Reaction yield outcomes from USPTO patents with 853,638 reactions. The task is: Predict the reaction yield, written as a fraction of the theoretical maximum amount of product (1.0 means a 100% yield; for example, 0.34 means a 34% yield). (1) The reactants are C([O:3][C:4](=[O:28])[C:5](=[N:11][N:12]([C:18]([O:20][CH2:21][C:22]1[CH:27]=[CH:26][CH:25]=[CH:24][CH:23]=1)=[O:19])[CH2:13][CH2:14][CH:15]([CH3:17])[CH3:16])[C:6]1[S:7][CH:8]=[CH:9][CH:10]=1)C.[OH-].[Li+]. The catalyst is O1CCCC1.O.CO. The product is [CH2:21]([O:20][C:18]([N:12]([CH2:13][CH2:14][CH:15]([CH3:17])[CH3:16])[N:11]=[C:5]([C:6]1[S:7][CH:8]=[CH:9][CH:10]=1)[C:4]([OH:28])=[O:3])=[O:19])[C:22]1[CH:27]=[CH:26][CH:25]=[CH:24][CH:23]=1. The yield is 0.600. (2) The reactants are C([O:5][C:6]([CH:8]1[NH:12][CH:11]([CH2:13][C:14]([CH3:17])([CH3:16])[CH3:15])[C:10]2([C:25]3[C:20](=[CH:21][C:22]([Cl:26])=[CH:23][CH:24]=3)[NH:19][C:18]2=[O:27])[CH:9]1[C:28]1[CH:33]=[C:32]([F:34])[CH:31]=[C:30]([Cl:35])[CH:29]=1)=[O:7])(C)(C)C.[F:36][C:37]([F:42])([F:41])[C:38]([OH:40])=[O:39]. The catalyst is ClCCl. The product is [F:36][C:37]([F:42])([F:41])[C:38]([OH:40])=[O:39].[Cl:26][C:22]1[CH:21]=[C:20]2[NH:19][C:18](=[O:27])[C:10]3([CH:9]([C:28]4[CH:33]=[C:32]([F:34])[CH:31]=[C:30]([Cl:35])[CH:29]=4)[CH:8]([C:6]([OH:7])=[O:5])[NH:12][CH:11]3[CH2:13][C:14]([CH3:16])([CH3:15])[CH3:17])[C:25]2=[CH:24][CH:23]=1. The yield is 0.960. (3) The reactants are [OH-].[Na+].Cl[CH2:4][CH:5]([OH:12])[CH2:6][N:7]([CH2:10][CH3:11])[CH2:8][CH3:9]. The catalyst is O. The product is [CH2:6]([N:7]([CH2:10][CH3:11])[CH2:8][CH3:9])[CH:5]1[O:12][CH2:4]1. The yield is 0.760. (4) The reactants are S(C)C.[C:4]([NH:7][C:8]1[C:18]2[NH:17][C:16](=O)[CH2:15][N:14]3[C:20]4[CH:21]=[C:22]([C:33]([O:35]C)=[O:34])[CH:23]=[CH:24][C:25]=4[C:26]([CH:27]4[CH2:32][CH2:31][CH2:30][CH2:29][CH2:28]4)=[C:13]3[C:12]=2[CH:11]=[CH:10][CH:9]=1)(=O)[CH3:5]. The catalyst is C1COCC1. The product is [CH:27]1([C:26]2[C:25]3[CH:24]=[CH:23][C:22]([C:33]([OH:35])=[O:34])=[CH:21][C:20]=3[N:14]3[C:13]=2[C:12]2[CH:11]=[CH:10][CH:9]=[C:8]4[N:7]=[C:4]([CH3:5])[N:17]([C:18]=24)[CH2:16][CH2:15]3)[CH2:28][CH2:29][CH2:30][CH2:31][CH2:32]1. The yield is 0.360. (5) The yield is 0.630. The catalyst is C1(C)C=CC=CC=1.O.C1C=CC(P(C2C=CC=CC=2)[C-]2C=CC=C2)=CC=1.C1C=CC(P(C2C=CC=CC=2)[C-]2C=CC=C2)=CC=1.Cl[Pd]Cl.[Fe+2]. The product is [CH3:8][C:7]1[C:2]([C:20]2[CH:21]=[C:16]([CH:17]=[CH:18][CH:19]=2)[C:14]([O:13][C:9]([CH3:11])([CH3:12])[CH3:10])=[O:15])=[N:3][CH:4]=[CH:5][CH:6]=1. The reactants are Br[C:2]1[C:7]([CH3:8])=[CH:6][CH:5]=[CH:4][N:3]=1.[C:9]([O:13][C:14]([C:16]1[CH:17]=[C:18](B(O)O)[CH:19]=[CH:20][CH:21]=1)=[O:15])([CH3:12])([CH3:11])[CH3:10].C(=O)([O-])[O-].[K+].[K+]. (6) The reactants are [Cl:1][C:2]1[C:3]2[N:4]([C:8]([S:11][CH3:12])=[N:9][CH:10]=2)[CH:5]=[CH:6][N:7]=1.[I:13]N1C(=O)CCC1=O. The catalyst is CN(C=O)C.CCOC(C)=O. The product is [Cl:1][C:2]1[C:3]2[N:4]([C:8]([S:11][CH3:12])=[N:9][C:10]=2[I:13])[CH:5]=[CH:6][N:7]=1. The yield is 0.940. (7) The reactants are [CH2:1]([N:4]1[CH2:10][C:9]2[CH:11]=[CH:12][CH:13]=[CH:14][C:8]=2[N:7]([C:15]([C:17]2[CH:22]=[CH:21][C:20]([NH:23][C:24]([C:26]3[C:27]([C:32]4[CH:37]=[CH:36][CH:35]=[CH:34][CH:33]=4)=[CH:28][CH:29]=[CH:30][CH:31]=3)=[O:25])=[CH:19][C:18]=2[Cl:38])=[O:16])[CH2:6][C@H:5]1[CH2:39][OH:40])[CH:2]=C.CC([O-])=[O:43].[Na+]. The catalyst is O1CCOCC1.C1COCC1.O.O=[Os](=O)(=O)=O. The product is [Cl:38][C:18]1[CH:19]=[C:20]([NH:23][C:24]([C:26]2[C:27]([C:32]3[CH:37]=[CH:36][CH:35]=[CH:34][CH:33]=3)=[CH:28][CH:29]=[CH:30][CH:31]=2)=[O:25])[CH:21]=[CH:22][C:17]=1[C:15]([N:7]1[C:8]2[CH:14]=[CH:13][CH:12]=[CH:11][C:9]=2[CH2:10][N:4]2[CH2:1][C@@H:2]([OH:43])[O:40][CH2:39][CH:5]2[CH2:6]1)=[O:16]. The yield is 0.210. (8) The reactants are O=C1C2C(=CC=CC=2)C(=O)[N:3]1[O:12][CH2:13][CH2:14][NH:15][S:16]([NH:19][C:20](=[O:26])[O:21][C:22]([CH3:25])([CH3:24])[CH3:23])(=[O:18])=[O:17].C(Cl)Cl.O.NN. The catalyst is C(O)C. The product is [NH2:3][O:12][CH2:13][CH2:14][NH:15][S:16]([NH:19][C:20](=[O:26])[O:21][C:22]([CH3:24])([CH3:23])[CH3:25])(=[O:18])=[O:17]. The yield is 0.440. (9) The reactants are [CH3:1][C:2]([C:6]1[NH:7][C:8]2[C:13]([CH:14]=1)=[CH:12][C:11]([N+:15]([O-:17])=[O:16])=[CH:10][CH:9]=2)([CH3:5])[CH2:3][NH2:4].CCN(CC)CC.[C:25](O[C:25]([O:27][C:28]([CH3:31])([CH3:30])[CH3:29])=[O:26])([O:27][C:28]([CH3:31])([CH3:30])[CH3:29])=[O:26].O. The catalyst is C1COCC1. The product is [CH3:5][C:2]([C:6]1[NH:7][C:8]2[C:13]([CH:14]=1)=[CH:12][C:11]([N+:15]([O-:17])=[O:16])=[CH:10][CH:9]=2)([CH3:1])[CH2:3][NH:4][C:25](=[O:26])[O:27][C:28]([CH3:31])([CH3:30])[CH3:29]. The yield is 0.670. (10) The reactants are [CH3:1][C:2]1[CH:3]=[C:4]([N:8]2[N:12]=[N:11][C:10]([C@H:13]([OH:15])[CH3:14])=[N:9]2)[CH:5]=[CH:6][CH:7]=1.[CH3:16][N:17]1[C:21](S(C)(=O)=O)=[N:20][N:19]=[C:18]1[C:26]1[N:31]=[CH:30][CH:29]=[CH:28][N:27]=1.C(=O)([O-])[O-].[Cs+].[Cs+]. The catalyst is CN(C)C=O. The product is [CH3:16][N:17]1[C:21]([O:15][C@@H:13]([C:10]2[N:11]=[N:12][N:8]([C:4]3[CH:5]=[CH:6][CH:7]=[C:2]([CH3:1])[CH:3]=3)[N:9]=2)[CH3:14])=[N:20][N:19]=[C:18]1[C:26]1[N:31]=[CH:30][CH:29]=[CH:28][N:27]=1. The yield is 0.730.